This data is from Peptide-MHC class I binding affinity with 185,985 pairs from IEDB/IMGT. The task is: Regression. Given a peptide amino acid sequence and an MHC pseudo amino acid sequence, predict their binding affinity value. This is MHC class I binding data. (1) The peptide sequence is RKLTNPANK. The MHC is HLA-A03:01 with pseudo-sequence HLA-A03:01. The binding affinity (normalized) is 0.0847. (2) The peptide sequence is RQMRASAPL. The MHC is HLA-B15:01 with pseudo-sequence HLA-B15:01. The binding affinity (normalized) is 0.312. (3) The peptide sequence is FLIGANYLGK. The MHC is HLA-A33:01 with pseudo-sequence HLA-A33:01. The binding affinity (normalized) is 0.0356. (4) The peptide sequence is SRARIKTRL. The MHC is HLA-B18:01 with pseudo-sequence HLA-B18:01. The binding affinity (normalized) is 0.0847. (5) The peptide sequence is RRFQHKDGH. The MHC is HLA-B73:01 with pseudo-sequence HLA-B73:01. The binding affinity (normalized) is 0.0847.